From a dataset of Full USPTO retrosynthesis dataset with 1.9M reactions from patents (1976-2016). Predict the reactants needed to synthesize the given product. (1) The reactants are: [F:1][C:2]1[C:3]([C:9]2[CH:13]=[C:12]([O:14][CH:15]([F:17])[F:16])[N:11]([CH3:18])[N:10]=2)=[N:4][CH:5]=[C:6]([Cl:8])[CH:7]=1.C([O-])(=O)C.[Na+].[Cl:24]Cl.CCCCCC.C(OCC)(=O)C. Given the product [F:1][C:2]1[C:3]([C:9]2[C:13]([Cl:24])=[C:12]([O:14][CH:15]([F:16])[F:17])[N:11]([CH3:18])[N:10]=2)=[N:4][CH:5]=[C:6]([Cl:8])[CH:7]=1, predict the reactants needed to synthesize it. (2) Given the product [CH3:1][O:2][CH2:3][CH2:4][O:5][C:9]1[CH:14]=[C:13]([NH2:15])[CH:12]=[CH:11][N:10]=1, predict the reactants needed to synthesize it. The reactants are: [CH3:1][O:2][CH2:3][CH2:4][OH:5].[H-].[Na+].Cl[C:9]1[CH:14]=[C:13]([N+:15]([O-])=O)[CH:12]=[CH:11][N:10]=1. (3) Given the product [Br-:1].[CH:36]1([C:41]([C:46]2[O:47][CH:48]=[CH:49][CH:50]=2)([OH:45])[C:42]([O:44][C@@H:16]2[CH:17]3[CH2:18][CH2:19][N+:14]([CH2:20][C:21](=[O:28])[NH:22][C:23]4[CH:27]=[CH:26][O:25][N:24]=4)([CH2:13][CH2:12]3)[CH2:15]2)=[O:43])[CH2:40][CH2:39][CH2:38][CH2:37]1, predict the reactants needed to synthesize it. The reactants are: [Br-:1].C1(C(C2C=CC=CC=2)(C)C(O[C@@H:12]2[CH:17]3[CH2:18][CH2:19][N+:14]([CH2:20][C:21](=[O:28])[NH:22][C:23]4[CH:27]=[CH:26][O:25][N:24]=4)([CH2:15][CH2:16]3)[CH2:13]2)=O)C=CC=CC=1.[CH:36]1([C:41]([C:46]2[O:47][CH:48]=[CH:49][CH:50]=2)([OH:45])[C:42]([OH:44])=[O:43])[CH2:40][CH2:39][CH2:38][CH2:37]1. (4) Given the product [O:28]=[S:2]1(=[O:1])[C:8]2[CH:9]=[C:10]([O:15][CH2:30][C:31]([OH:33])=[O:32])[C:11]([S:13][CH3:14])=[CH:12][C:7]=2[N:6]([C:16]2[CH:17]=[CH:18][CH:19]=[CH:20][CH:21]=2)[CH2:5][C:4]([CH2:25][CH2:26][CH3:27])([CH2:22][CH2:23][CH3:24])[CH2:3]1, predict the reactants needed to synthesize it. The reactants are: [O:1]=[S:2]1(=[O:28])[C:8]2[CH:9]=[C:10]([OH:15])[C:11]([S:13][CH3:14])=[CH:12][C:7]=2[N:6]([C:16]2[CH:21]=[CH:20][CH:19]=[CH:18][CH:17]=2)[CH2:5][C:4]([CH2:25][CH2:26][CH3:27])([CH2:22][CH2:23][CH3:24])[CH2:3]1.Br[CH2:30][C:31]([O:33]CC)=[O:32].C(=O)([O-])[O-].[Na+].[Na+].[OH-].[Na+].